This data is from Catalyst prediction with 721,799 reactions and 888 catalyst types from USPTO. The task is: Predict which catalyst facilitates the given reaction. (1) Reactant: Cl.[CH2:2]([O:9][C:10]1[CH:16]=[CH:15][C:13]([NH2:14])=[CH:12][CH:11]=1)[C:3]1[CH:8]=[CH:7][CH:6]=[CH:5][CH:4]=1.C([Mg]Br)C.[Cl:21][C:22]1[CH:29]=[C:28]([Cl:30])[CH:27]=[CH:26][C:23]=1[C:24]#[N:25].O. Product: [CH2:2]([O:9][C:10]1[CH:11]=[CH:12][C:13]([NH:14][C:24](=[NH:25])[C:23]2[CH:26]=[CH:27][C:28]([Cl:30])=[CH:29][C:22]=2[Cl:21])=[CH:15][CH:16]=1)[C:3]1[CH:4]=[CH:5][CH:6]=[CH:7][CH:8]=1. The catalyst class is: 1. (2) Reactant: F[C:2]1[CH:3]=[C:4]([C:11]2[CH:16]=[CH:15][C:14]([C:17]([F:20])([F:19])[F:18])=[CH:13][CH:12]=2)[CH:5]=[CH:6][C:7]=1[N+:8]([O-:10])=[O:9].[CH2:21]([OH:25])[CH2:22][CH2:23][OH:24].[H-].[Na+].Cl. Product: [N+:8]([C:7]1[CH:6]=[CH:5][C:4]([C:11]2[CH:16]=[CH:15][C:14]([C:17]([F:20])([F:19])[F:18])=[CH:13][CH:12]=2)=[CH:3][C:2]=1[O:24][CH2:23][CH2:22][CH2:21][OH:25])([O-:10])=[O:9]. The catalyst class is: 3. (3) Reactant: Br[C:2]1[C:3]([NH:9][CH2:10][C:11]([O:13][CH2:14][CH3:15])=[O:12])=[N:4][CH:5]=[C:6]([Br:8])[N:7]=1.[O:16]1[CH2:21][CH2:20][CH:19]([CH2:22][CH2:23][NH2:24])[CH2:18][CH2:17]1. Product: [Br:8][C:6]1[N:7]=[C:2]([NH:24][CH2:23][CH2:22][CH:19]2[CH2:20][CH2:21][O:16][CH2:17][CH2:18]2)[C:3]([NH:9][CH2:10][C:11]([O:13][CH2:14][CH3:15])=[O:12])=[N:4][CH:5]=1. The catalyst class is: 16. (4) Reactant: [H-].C([Al+]CC(C)C)C(C)C.[NH2:11][C:12]1[N:17]=[C:16]([Cl:18])[C:15]([CH2:19][C:20]2[CH:29]=[CH:28][C:23]([C:24](OC)=[O:25])=[CH:22][C:21]=2[F:30])=[C:14]([CH3:31])[N:13]=1. Product: [NH2:11][C:12]1[N:17]=[C:16]([Cl:18])[C:15]([CH2:19][C:20]2[CH:29]=[CH:28][C:23]([CH2:24][OH:25])=[CH:22][C:21]=2[F:30])=[C:14]([CH3:31])[N:13]=1. The catalyst class is: 49. (5) Reactant: C(O)(=O)C.[F:5][C:6]([F:34])([F:33])[C:7]1[N:11]2[N:12]=[C:13]([N:16]3[CH2:21][CH2:20][CH:19]([C:22]4[CH:32]=[CH:31][C:25]([O:26][CH2:27][C:28](=O)[CH3:29])=[CH:24][CH:23]=4)[CH2:18][CH2:17]3)[CH2:14][CH2:15][C:10]2=[N:9][N:8]=1.[C:35]([N:38]1[CH2:43][CH2:42][NH:41][CH2:40][CH2:39]1)(=[O:37])[CH3:36].[O-]S([O-])(=O)=O.[Mg+2].C(O[BH-](OC(=O)C)OC(=O)C)(=O)C.[Na+]. Product: [C:35]([N:38]1[CH2:43][CH2:42][N:41]([CH:28]([CH3:29])[CH2:27][O:26][C:25]2[CH:24]=[CH:23][C:22]([CH:19]3[CH2:20][CH2:21][N:16]([C:13]4[CH2:14][CH2:15][C:10]5[N:11]([C:7]([C:6]([F:34])([F:33])[F:5])=[N:8][N:9]=5)[N:12]=4)[CH2:17][CH2:18]3)=[CH:32][CH:31]=2)[CH2:40][CH2:39]1)(=[O:37])[CH3:36]. The catalyst class is: 1. (6) Reactant: [CH3:1][C:2]1[N:3]=[C:4]([CH:7]([CH3:13])[C:8]([O:10][CH2:11][CH3:12])=[O:9])[S:5][CH:6]=1.Cl.[Br-:15].[K+].OO. Product: [Br:15][C:7]([C:4]1[S:5][CH:6]=[C:2]([CH3:1])[N:3]=1)([CH3:13])[C:8]([O:10][CH2:11][CH3:12])=[O:9]. The catalyst class is: 260. (7) Reactant: Br[C:2]1[C:3](=[O:13])[C:4]2[C:9]([C:10](=[O:12])[CH:11]=1)=[CH:8][CH:7]=[CH:6][CH:5]=2.[NH2:14][CH2:15][C:16]1[CH:17]=[N:18][CH:19]=[CH:20][CH:21]=1. Product: [N:18]1[CH:19]=[CH:20][CH:21]=[C:16]([CH2:15][NH:14][C:2]2[C:3](=[O:13])[C:4]3[C:9]([C:10](=[O:12])[CH:11]=2)=[CH:8][CH:7]=[CH:6][CH:5]=3)[CH:17]=1. The catalyst class is: 14.